Dataset: Peptide-MHC class I binding affinity with 185,985 pairs from IEDB/IMGT. Task: Regression. Given a peptide amino acid sequence and an MHC pseudo amino acid sequence, predict their binding affinity value. This is MHC class I binding data. (1) The peptide sequence is MTQNISNDK. The MHC is HLA-A02:12 with pseudo-sequence HLA-A02:12. The binding affinity (normalized) is 0.0847. (2) The MHC is HLA-B18:01 with pseudo-sequence HLA-B18:01. The peptide sequence is SRTPSGKRL. The binding affinity (normalized) is 0.0847. (3) The peptide sequence is GKFFAQAFL. The MHC is HLA-B08:01 with pseudo-sequence HLA-B08:01. The binding affinity (normalized) is 0.0847.